Dataset: Reaction yield outcomes from USPTO patents with 853,638 reactions. Task: Predict the reaction yield, written as a fraction of the theoretical maximum amount of product (1.0 means a 100% yield; for example, 0.34 means a 34% yield). (1) The yield is 0.830. The reactants are [CH2:1]([C:3]1[CH:4]=[CH:5][C:6]([CH:9]=[CH2:10])=[N:7][CH:8]=1)[CH3:2].BrN1C(=[O:17])CCC1=O.[OH-].[Na+].[OH:21][C:22]1[CH:29]=[CH:28][C:25]([CH:26]=[O:27])=[CH:24][CH:23]=1. The catalyst is C1(C)C=CC=CC=1.O.C(O)(C)(C)C. The product is [CH2:1]([C:3]1[CH:4]=[CH:5][C:6]([CH:9]([OH:17])[CH2:10][O:21][C:22]2[CH:29]=[CH:28][C:25]([CH:26]=[O:27])=[CH:24][CH:23]=2)=[N:7][CH:8]=1)[CH3:2]. (2) The reactants are [CH2:1]([C:5]1[NH:10][C:9](=[O:11])[CH:8]=[C:7]([CH:12]2[CH2:14][CH2:13]2)[N:6]=1)[CH2:2][CH2:3][CH3:4].Br[CH2:16][C:17]1[CH:22]=[CH:21][C:20]([C:23]2[C:24]([C:29]#[N:30])=[CH:25][CH:26]=[CH:27][CH:28]=2)=[CH:19][CH:18]=1.C(=O)([O-])[O-].[K+].[K+]. The catalyst is C(#N)C. The product is [CH2:1]([C:5]1[N:10]([CH2:16][C:17]2[CH:18]=[CH:19][C:20]([C:23]3[C:24]([C:29]#[N:30])=[CH:25][CH:26]=[CH:27][CH:28]=3)=[CH:21][CH:22]=2)[C:9](=[O:11])[CH:8]=[C:7]([CH:12]2[CH2:14][CH2:13]2)[N:6]=1)[CH2:2][CH2:3][CH3:4]. The yield is 0.440. (3) The catalyst is CN(C)C1C=CN=CC=1.C(Cl)Cl.[Cl-].[Na+].O. The product is [CH3:41][C:31]1[CH:36]=[CH:35][C:34]([S:37]([O:28][CH2:27][C@@H:23]2[CH2:24][CH2:25][CH2:26][N:22]2[S:19]([C:10]2[CH:9]=[CH:8][C:7]3[N:6]4[CH2:29][C:2]([CH3:30])([CH3:1])[CH2:3][N:4]=[C:5]4[C:13]4([O:18][CH2:17][CH2:16][CH2:15][O:14]4)[C:12]=3[CH:11]=2)(=[O:21])=[O:20])(=[O:39])=[O:38])=[CH:33][CH:32]=1. The reactants are [CH3:1][C:2]1([CH3:30])[CH2:29][N:6]2[C:7]3[CH:8]=[CH:9][C:10]([S:19]([N:22]4[CH2:26][CH2:25][CH2:24][C@H:23]4[CH2:27][OH:28])(=[O:21])=[O:20])=[CH:11][C:12]=3[C:13]3([O:18][CH2:17][CH2:16][CH2:15][O:14]3)[C:5]2=[N:4][CH2:3]1.[C:31]1([CH3:41])[CH:36]=[CH:35][C:34]([S:37](Cl)(=[O:39])=[O:38])=[CH:33][CH:32]=1.C(N(CC)C(C)C)(C)C. The yield is 0.970. (4) The reactants are Br[C:2]1[C:10]2[O:9][CH:8]([CH3:11])[CH2:7][C:6]=2[C:5]2[C:12]([C:22]([NH:24][CH3:25])=[O:23])=[C:13]([C:15]3[CH:20]=[CH:19][C:18]([F:21])=[CH:17][CH:16]=3)[O:14][C:4]=2[CH:3]=1.[CH3:26][C:27]1[C:31](B(O)O)=[C:30]([CH3:35])[O:29][N:28]=1.C([O-])([O-])=O.[Na+].[Na+]. The catalyst is O.C1(C)C=CC=CC=1.C(O)C.C1C=CC([P]([Pd]([P](C2C=CC=CC=2)(C2C=CC=CC=2)C2C=CC=CC=2)([P](C2C=CC=CC=2)(C2C=CC=CC=2)C2C=CC=CC=2)[P](C2C=CC=CC=2)(C2C=CC=CC=2)C2C=CC=CC=2)(C2C=CC=CC=2)C2C=CC=CC=2)=CC=1. The product is [CH3:26][C:27]1[C:31]([C:2]2[C:10]3[O:9][CH:8]([CH3:11])[CH2:7][C:6]=3[C:5]3[C:12]([C:22]([NH:24][CH3:25])=[O:23])=[C:13]([C:15]4[CH:16]=[CH:17][C:18]([F:21])=[CH:19][CH:20]=4)[O:14][C:4]=3[CH:3]=2)=[C:30]([CH3:35])[O:29][N:28]=1. The yield is 0.0800.